From a dataset of Full USPTO retrosynthesis dataset with 1.9M reactions from patents (1976-2016). Predict the reactants needed to synthesize the given product. (1) Given the product [Cl:3][C:4]1[CH:5]=[C:6]([C:11]([OH:16])([C:12]([F:13])([F:14])[F:15])[CH2:30][C:29]([C:20]2[S:21][C:22]([C:23]#[C:24][Si:25]([CH3:28])([CH3:26])[CH3:27])=[C:18]([CH3:17])[CH:19]=2)=[O:31])[CH:7]=[C:8]([Cl:10])[CH:9]=1, predict the reactants needed to synthesize it. The reactants are: [H-].[Li+].[Cl:3][C:4]1[CH:5]=[C:6]([C:11](=[O:16])[C:12]([F:15])([F:14])[F:13])[CH:7]=[C:8]([Cl:10])[CH:9]=1.[CH3:17][C:18]1[CH:19]=[C:20]([C:29](=[O:31])[CH3:30])[S:21][C:22]=1[C:23]#[C:24][Si:25]([CH3:28])([CH3:27])[CH3:26].CC(OC)(C)C. (2) Given the product [ClH:29].[Br:1][C:2]1[CH:3]=[C:4]2[C:12](=[CH:13][CH:14]=1)[NH:11][C:10]1[C@@H:9]([NH:15][C@@H:16]([C:18]3[CH:23]=[CH:22][CH:21]=[CH:20][CH:19]=3)[CH3:17])[CH2:8][CH2:7][CH2:6][C:5]2=1, predict the reactants needed to synthesize it. The reactants are: [Br:1][C:2]1[CH:3]=[C:4]2[C:12](=[CH:13][CH:14]=1)[NH:11][C:10]1[CH:9]([NH:15][C@@H:16]([C:18]3[CH:23]=[CH:22][CH:21]=[CH:20][CH:19]=3)[CH3:17])[CH2:8][CH2:7][CH2:6][C:5]2=1.C(NCC)C.[ClH:29].